From a dataset of Reaction yield outcomes from USPTO patents with 853,638 reactions. Predict the reaction yield, written as a fraction of the theoretical maximum amount of product (1.0 means a 100% yield; for example, 0.34 means a 34% yield). (1) The reactants are [BH4-].[Na+].[Cl-].[Ca+2].[Cl-].[C:6]([C:8]1[CH:13]=[CH:12][CH:11]=[CH:10][C:9]=1[C:14]1[CH:19]=[CH:18][C:17]([CH2:20][C:21]2[C:26](=[O:27])[N:25]([C:28]3[CH:42]=[CH:41][C:31]([O:32][C:33]([CH3:40])([CH3:39])[C:34](OCC)=[O:35])=[CH:30][CH:29]=3)[C:24]([CH2:43][CH3:44])=[N:23][C:22]=2[CH2:45][CH2:46][CH3:47])=[CH:16][CH:15]=1)#[N:7]. The catalyst is C(O)C.O1CCCC1.C(OCC)(=O)C.Cl. The product is [CH2:43]([C:24]1[N:25]([C:28]2[CH:29]=[CH:30][C:31]([O:32][C:33]([CH3:40])([CH3:39])[CH2:34][OH:35])=[CH:41][CH:42]=2)[C:26](=[O:27])[C:21]([CH2:20][C:17]2[CH:16]=[CH:15][C:14]([C:9]3[C:8]([C:6]#[N:7])=[CH:13][CH:12]=[CH:11][CH:10]=3)=[CH:19][CH:18]=2)=[C:22]([CH2:45][CH2:46][CH3:47])[N:23]=1)[CH3:44]. The yield is 0.710. (2) The reactants are [CH3:1][O:2][C:3]([C:5]1[O:6][C:7]([C:9]2[C:14]([C:15]=1[C:16]1[CH:21]=[CH:20][CH:19]=[CH:18][CH:17]=1)=[CH:13][C:12]([Br:22])=[CH:11][CH:10]=2)=O)=[O:4].[CH3:23][O:24][C:25](=[O:34])[C:26]1[CH:31]=[CH:30][C:29]([CH2:32][NH2:33])=[CH:28][CH:27]=1. The catalyst is CO. The product is [CH3:1][O:2][C:3]([C:5]1[N:33]([CH2:32][C:29]2[CH:30]=[CH:31][C:26]([C:25]([O:24][CH3:23])=[O:34])=[CH:27][CH:28]=2)[C:7](=[O:6])[C:9]2[C:14]([C:15]=1[C:16]1[CH:21]=[CH:20][CH:19]=[CH:18][CH:17]=1)=[CH:13][C:12]([Br:22])=[CH:11][CH:10]=2)=[O:4]. The yield is 0.670. (3) The reactants are [C:1]([C:3]1[CH:8]=[CH:7][C:6](/[CH:9]=[CH:10]/[C:11]([O:13][CH2:14][CH3:15])=[O:12])=[CH:5][CH:4]=1)#[N:2].C(O)=O. The catalyst is C(OCC)(=O)C.[Pd]. The product is [C:1]([C:3]1[CH:8]=[CH:7][C:6]([CH2:9][CH2:10][C:11]([O:13][CH2:14][CH3:15])=[O:12])=[CH:5][CH:4]=1)#[N:2]. The yield is 0.970. (4) The reactants are [C:1]([OH:6])(=[O:5])[C:2]([OH:4])=[O:3].[CH2:7]([O:14][NH:15][CH:16]1[CH2:21][NH:20][C@H:19]([C:22]#[N:23])[CH2:18][CH2:17]1)[C:8]1[CH:13]=[CH:12][CH:11]=[CH:10][CH:9]=1. The catalyst is CO. The product is [C:1]([OH:6])(=[O:5])[C:2]([OH:4])=[O:3].[CH2:7]([O:14][NH:15][C@H:16]1[CH2:21][NH:20][C@H:19]([C:22]#[N:23])[CH2:18][CH2:17]1)[C:8]1[CH:13]=[CH:12][CH:11]=[CH:10][CH:9]=1. The yield is 0.560. (5) The reactants are [CH3:1][C:2]1[CH:11]=[CH:10][C:5]2[NH:6][C:7](=[O:9])[O:8][C:4]=2[CH:3]=1.C([O-])([O-])=O.[K+].[K+].[CH2:18](Br)[C:19]1[CH:24]=[CH:23][CH:22]=[CH:21][CH:20]=1. The catalyst is CN(C=O)C. The product is [CH2:18]([N:6]1[C:5]2[CH:10]=[CH:11][C:2]([CH3:1])=[CH:3][C:4]=2[O:8][C:7]1=[O:9])[C:19]1[CH:24]=[CH:23][CH:22]=[CH:21][CH:20]=1. The yield is 0.500.